Dataset: Human Reference Interactome with 51,813 positive PPI pairs across 8,248 proteins, plus equal number of experimentally-validated negative pairs. Task: Binary Classification. Given two protein amino acid sequences, predict whether they physically interact or not. (1) Protein 1 (ENSG00000231887) has sequence MLLILLSVALLAFSSAQDLNEDVSQEDVPLVISDGGDSEQFLDEERQGPPLGGQQSQPSAGDGNQDDGPQQGPPQQGGQQQQGPPPPQGKPQGPPQQGGQQQQGPPPPQGKPQGPPQQGGHPPPPQGRPQGPPQQGGHPRPPRGRPQGPPQQGGHQQGPPPPPPGKPQGPPPQGGRPQGPPQGQSPQ*GPPLGGQQSQPSAGDGNQDDGPQQGPPQQGGQQQQGPPPPQGKPQGPPQQGGQQQQGPPPPQGKPQGPPQQGGHPPPPQGRPQGPPQQGGHPRPPRGRPQGPPQQGGHQQGP.... Protein 2 (ENSG00000171049) has sequence METNFSTPLNEYEEVSYESAGYTVLRILPLVVLGVTFVLGVLGNGLVIWVAGFRMTRTVTTICYLNLALADFSFTATLPFLIVSMAMGEKWPFGWFLCKLIHIVVDINLFGSVFLIGFIALDRCICVLHPVWAQNHRTVSLAMKVIVGPWILALVLTLPVFLFLTTVTIPNGDTYCTFNFASWGGTPEERLKVAITMLTARGIIRFVIGFSLPMSIVAICYGLIAAKIHKKGMIKSSRPLRVLTAVVASFFICWFPFQLVALLGTVWLKEMLFYGKYKIIDILVNPTSSLAFFNSCLNPM.... Result: 0 (the proteins do not interact). (2) Protein 1 (ENSG00000069956) has sequence MAEKFESLMNIHGFDLGSRYMDLKPLGCGGNGLVFSAVDNDCDKRVAIKKIVLTDPQSVKHALREIKIIRRLDHDNIVKVFEILGPSGSQLTDDVGSLTELNSVYIVQEYMETDLANVLEQGPLLEEHARLFMYQLLRGLKYIHSANVLHRDLKPANLFINTEDLVLKIGDFGLARIMDPHYSHKGHLSEGLVTKWYRSPRLLLSPNNYTKAIDMWAAGCIFAEMLTGKTLFAGAHELEQMQLILESIPVVHEEDRQELLSVIPVYIRNDMTEPHKPLTQLLPGISREALDFLEQILTFS.... Protein 2 (ENSG00000180855) has sequence MASVALEDVAVNFTREEWALLGPCQKNLYKDVMQETIRNLDCVVMKWKDQNIEDQYRYPRKNLRCRMLERFVESKDGTQCGETSSQIQDSIVTKNTLPGVGPCESSMRGEKVMGHSSLNCYIRVGAGHKPHEYHECGEKPDTHKQRGKAFSYHNSFQTHERLHTGKKPYDCKECGKSFSSLGNLQRHMAVQRGDGPYKCKLCGKAFFWPSLLHMHERTHTGEKPYECKQCSKAFSFYSSYLRHERTHTGEKPYECKQCSKAFPFYSSYLRHERTHTGEKPYKCKQCSKAFPDSSSCLIHE.... Result: 0 (the proteins do not interact).